This data is from TCR-epitope binding with 47,182 pairs between 192 epitopes and 23,139 TCRs. The task is: Binary Classification. Given a T-cell receptor sequence (or CDR3 region) and an epitope sequence, predict whether binding occurs between them. (1) The TCR CDR3 sequence is CASSQEAQGLGEKLFF. Result: 0 (the TCR does not bind to the epitope). The epitope is SLYNTVATL. (2) The epitope is GTITVEELK. The TCR CDR3 sequence is CASSRNRGTETQYF. Result: 0 (the TCR does not bind to the epitope). (3) The epitope is LPPIVAKEI. The TCR CDR3 sequence is CASSEEVQGAFLGELFF. Result: 0 (the TCR does not bind to the epitope). (4) The epitope is NLDSKVGGNY. The TCR CDR3 sequence is CSARSGVEQYF. Result: 0 (the TCR does not bind to the epitope). (5) The epitope is YLDAYNMMI. The TCR CDR3 sequence is CSVGLVGTFTDTQYF. Result: 1 (the TCR binds to the epitope). (6) The epitope is NQKLIANQF. The TCR CDR3 sequence is CASSETPQPFQNGYTF. Result: 0 (the TCR does not bind to the epitope). (7) The epitope is EPLPQGQLTAY. The TCR CDR3 sequence is CASSPLAAPGSFETQYF. Result: 0 (the TCR does not bind to the epitope). (8) The epitope is RLFRKSNLK. The TCR CDR3 sequence is CASSLALDEAFF. Result: 0 (the TCR does not bind to the epitope). (9) The epitope is YYRRATRRIR. The TCR CDR3 sequence is CASSQDPIQGTDTQYF. Result: 0 (the TCR does not bind to the epitope). (10) The epitope is KPLEFGATSAAL. The TCR CDR3 sequence is CASSPGLDYNEQFF. Result: 1 (the TCR binds to the epitope).